Predict the product of the given reaction. From a dataset of Forward reaction prediction with 1.9M reactions from USPTO patents (1976-2016). (1) Given the reactants [C:1]([N:4]1[C:13]2[C:12]3=[N:14][C:15]([CH3:18])=[C:16]([CH3:17])[N:11]3[CH:10]=[CH:9][C:8]=2[C@@H:7]([OH:19])[C@H:6]([O:20]C(=O)C(C)(C)C)[C@H:5]1[C:27]1[CH:32]=[CH:31][CH:30]=[CH:29][CH:28]=1)(=[O:3])[CH3:2].C(=O)([O-])[O-].[K+].[K+], predict the reaction product. The product is: [C:1]([N:4]1[C:13]2[C:12]3=[N:14][C:15]([CH3:18])=[C:16]([CH3:17])[N:11]3[CH:10]=[CH:9][C:8]=2[C@@H:7]([OH:19])[C@H:6]([OH:20])[C@H:5]1[C:27]1[CH:32]=[CH:31][CH:30]=[CH:29][CH:28]=1)(=[O:3])[CH3:2]. (2) Given the reactants C[O:2][C:3](=O)[C:4]1[CH:9]=[C:8]([NH:10][S:11]([CH2:14][CH2:15][CH3:16])(=[O:13])=[O:12])[CH:7]=[CH:6][C:5]=1[F:17].[AlH4-].[Li+], predict the reaction product. The product is: [F:17][C:5]1[CH:6]=[CH:7][C:8]([NH:10][S:11]([CH2:14][CH2:15][CH3:16])(=[O:13])=[O:12])=[CH:9][C:4]=1[CH2:3][OH:2]. (3) Given the reactants Cl[C:2]1[N:3]=[C:4]([N:18]2[CH2:21][C:20]([F:23])([F:22])[CH2:19]2)[C:5]2[CH2:10][CH2:9][CH:8]([C:11]3[CH:16]=[CH:15][C:14]([F:17])=[CH:13][CH:12]=3)[C:6]=2[N:7]=1.[Cl:24][C:25]1[N:29]=[CH:28][N:27]([C:30]2[CH:36]=[CH:35][C:33]([NH2:34])=[CH:32][C:31]=2[O:37][CH3:38])[N:26]=1.C(O)(=O)C, predict the reaction product. The product is: [Cl:24][C:25]1[N:29]=[CH:28][N:27]([C:30]2[CH:36]=[CH:35][C:33]([NH:34][C:2]3[N:3]=[C:4]([N:18]4[CH2:19][C:20]([F:23])([F:22])[CH2:21]4)[C:5]4[CH2:10][CH2:9][CH:8]([C:11]5[CH:16]=[CH:15][C:14]([F:17])=[CH:13][CH:12]=5)[C:6]=4[N:7]=3)=[CH:32][C:31]=2[O:37][CH3:38])[N:26]=1. (4) Given the reactants [C:1]([O:5][C:6](=[O:8])[NH2:7])(C)(C)C.Br[C:10]1[C:15]2[S:16][C:17]([C:19]3[C:24]([Cl:25])=[CH:23][CH:22]=[CH:21][C:20]=3[Cl:26])=[N:18][C:14]=2[C:13]([F:27])=[CH:12][N:11]=1.[O-]P([O-])([O-])=O.[K+].[K+].[K+], predict the reaction product. The product is: [CH3:1][O:5][C:6](=[O:8])[NH:7][C:10]1[C:15]2[S:16][C:17]([C:19]3[C:24]([Cl:25])=[CH:23][CH:22]=[CH:21][C:20]=3[Cl:26])=[N:18][C:14]=2[C:13]([F:27])=[CH:12][N:11]=1. (5) Given the reactants [C:1]([O:4][C:5](=[O:7])[CH3:6])(=O)[CH3:2].[CH2:8]([O:15][C@@H:16]1[C@H:21]2[NH:22][C:23](=[O:25])[O:24][C@H:20]2[CH2:19][C@H:18](C(O)C)[C@H:17]1[O:29][CH2:30][C:31]1[CH:36]=[CH:35][CH:34]=[CH:33][CH:32]=1)[C:9]1[CH:14]=[CH:13][CH:12]=[CH:11][CH:10]=1, predict the reaction product. The product is: [C:5]([O:4][CH:1]([C@@H:18]1[C@@H:17]([O:29][CH2:30][C:31]2[CH:36]=[CH:35][CH:34]=[CH:33][CH:32]=2)[C@H:16]([O:15][CH2:8][C:9]2[CH:14]=[CH:13][CH:12]=[CH:11][CH:10]=2)[C@H:21]2[NH:22][C:23](=[O:25])[O:24][C@H:20]2[CH2:19]1)[CH3:2])(=[O:7])[CH3:6].